From a dataset of Forward reaction prediction with 1.9M reactions from USPTO patents (1976-2016). Predict the product of the given reaction. (1) Given the reactants C([O:4][C@H:5]1[C@@H:27]([O:28]C(=O)C)[C@H:26]([O:32]C(=O)C)[C@@H:25]([CH2:36][O:37]C(=O)C)[O:24][C@@H:6]1[O:7][C:8]1[CH:13]=[CH:12][C:11]([C:14]2[CH:15]=[C:16]3[CH:22]=[CH:21][NH:20][C:17]3=[N:18][CH:19]=2)=[CH:10][C:9]=1[Cl:23])(=O)C.CO[Na].CO, predict the reaction product. The product is: [O:7]([C:8]1[CH:13]=[CH:12][C:11]([C:14]2[CH:15]=[C:16]3[CH:22]=[CH:21][NH:20][C:17]3=[N:18][CH:19]=2)=[CH:10][C:9]=1[Cl:23])[C@H:6]1[O:24][C@H:25]([CH2:36][OH:37])[C@@H:26]([OH:32])[C@H:27]([OH:28])[C@@H:5]1[OH:4]. (2) The product is: [O:8]=[C:4]1[NH:5][N:6]=[CH:7][C:2]([C:17]2[CH:18]=[C:13]([CH:14]=[CH:15][CH:16]=2)[C:11]([O:10][CH3:9])=[O:12])=[CH:3]1. Given the reactants Cl[C:2]1[CH2:3][C:4](=[O:8])[N:5]=[N:6][CH:7]=1.[CH3:9][O:10][C:11]([C:13]1[CH:14]=[C:15](B(O)O)[CH:16]=[CH:17][CH:18]=1)=[O:12].C(=O)([O-])[O-].[Na+].[Na+], predict the reaction product.